Dataset: Catalyst prediction with 721,799 reactions and 888 catalyst types from USPTO. Task: Predict which catalyst facilitates the given reaction. (1) Reactant: [NH2:1][C:2]1[N:7]=[C:6]([C:8]2[CH:13]=[CH:12][CH:11]=[CH:10][C:9]=2[F:14])[C:5]([C:15]#[N:16])=[C:4](S(C)=O)[N:3]=1.[N:20]1[CH:25]=[CH:24][CH:23]=[CH:22][C:21]=1[CH2:26][NH2:27]. The catalyst class is: 57. Product: [NH2:1][C:2]1[N:7]=[C:6]([C:8]2[CH:13]=[CH:12][CH:11]=[CH:10][C:9]=2[F:14])[C:5]([C:15]#[N:16])=[C:4]([NH:27][CH2:26][C:21]2[CH:22]=[CH:23][CH:24]=[CH:25][N:20]=2)[N:3]=1. (2) Reactant: [Cl:1][C:2]1[CH:3]=[C:4]([N:9]2[C:13]3=[N:14][CH:15]=[C:16]([C:17]([NH:19][C@@H:20]([CH3:24])[C:21]([OH:23])=O)=[O:18])[N:12]3[C@@:11]([CH2:26][C:27]3[CH:32]=[CH:31][C:30]([C:33]4[CH:38]=[CH:37][C:36]([F:39])=[CH:35][CH:34]=4)=[CH:29][CH:28]=3)([CH3:25])[C:10]2=[O:40])[CH:5]=[C:6]([Cl:8])[CH:7]=1.FC(F)(F)C(O)=O.[NH:48]1[C:52]([C@@H:53]2[CH2:58][CH2:57][CH2:56][NH:55][CH2:54]2)=[N:51][N:50]=[N:49]1.CN(C(ON1N=NC2C=CC=NC1=2)=[N+](C)C)C.F[P-](F)(F)(F)(F)F.CCN(CC)CC.C1C=NC2N(O)N=NC=2C=1. Product: [Cl:8][C:6]1[CH:5]=[C:4]([N:9]2[C:10](=[O:40])[C@:11]([CH2:26][C:27]3[CH:28]=[CH:29][C:30]([C:33]4[CH:34]=[CH:35][C:36]([F:39])=[CH:37][CH:38]=4)=[CH:31][CH:32]=3)([CH3:25])[N:12]3[C:16]([C:17]([NH:19][C@@H:20]([CH3:24])[C:21](=[O:23])[N:55]4[CH2:56][CH2:57][CH2:58][C@@H:53]([C:52]5[NH:51][N:50]=[N:49][N:48]=5)[CH2:54]4)=[O:18])=[CH:15][N:14]=[C:13]23)[CH:3]=[C:2]([Cl:1])[CH:7]=1. The catalyst class is: 3.